Dataset: Full USPTO retrosynthesis dataset with 1.9M reactions from patents (1976-2016). Task: Predict the reactants needed to synthesize the given product. (1) Given the product [OH:23][C:8]1[C:9]2[CH2:15][CH2:14][NH:13][CH2:12][C:10]=2[N:11]=[C:6]([NH:5][C:3](=[O:4])[C:2]([CH3:25])([CH3:1])[CH3:24])[N:7]=1, predict the reactants needed to synthesize it. The reactants are: [CH3:1][C:2]([CH3:25])([CH3:24])[C:3]([NH:5][C:6]1[N:7]=[C:8]([OH:23])[C:9]2[CH2:15][CH2:14][N:13](C(OC(C)(C)C)=O)[CH2:12][C:10]=2[N:11]=1)=[O:4].C(O)(C(F)(F)F)=O. (2) Given the product [C@@H:25]1([NH:24][C:23]2[C:18]3[CH:17]=[CH:16][N:15]([C@@H:13]4[CH2:14][C@@H:10]([CH2:9][OH:8])[CH:11]=[CH:12]4)[C:19]=3[N:20]=[CH:21][N:22]=2)[C:33]2[C:28](=[CH:29][CH:30]=[CH:31][CH:32]=2)[CH2:27][CH2:26]1, predict the reactants needed to synthesize it. The reactants are: [Si]([O:8][CH2:9][C@@H:10]1[CH2:14][C@@H:13]([N:15]2[C:19]3[N:20]=[CH:21][N:22]=[C:23]([NH:24][C@@H:25]4[C:33]5[C:28](=[CH:29][CH:30]=[CH:31][CH:32]=5)[CH2:27][CH2:26]4)[C:18]=3[CH:17]=[CH:16]2)[CH:12]=[CH:11]1)(C(C)(C)C)(C)C.F.N1C=CC=CC=1. (3) The reactants are: [CH3:1][O:2][CH:3]1[CH2:8][CH2:7][N:6]([CH2:9][CH2:10][CH2:11][NH2:12])[CH2:5][CH2:4]1.Cl[C:14]1[N:15]=[N+:16]([O-:27])[C:17]2[CH:26]=[C:25]3[C:21]([CH2:22][CH2:23][CH2:24]3)=[CH:20][C:18]=2[N:19]=1.CCN(CC)CC. Given the product [CH3:1][O:2][CH:3]1[CH2:8][CH2:7][N:6]([CH2:9][CH2:10][CH2:11][NH:12][C:14]2[N:15]=[N+:16]([O-:27])[C:17]3[CH:26]=[C:25]4[C:21]([CH2:22][CH2:23][CH2:24]4)=[CH:20][C:18]=3[N:19]=2)[CH2:5][CH2:4]1, predict the reactants needed to synthesize it. (4) The reactants are: ClC1N=[C:6]([N:8]2C=CC(C(F)(F)F)=N2)[C:5]([C:17]2[CH:18]=[C:19]([C:25](OC)=O)[C:20](OC)=[N:21][CH:22]=2)=CN=1.Cl[C:30]1[N:35]=[C:34]([N:36]2[C:40]([CH3:41])=[CH:39][C:38]([C:42]([F:45])([F:44])[F:43])=[N:37]2)[C:33]([C:46]2[CH:47]=[C:48]([C:54]([O:56][CH3:57])=[O:55])[C:49]([O:52][CH3:53])=[N:50][CH:51]=2)=[CH:32][N:31]=1.NC1C=C(C=C(C)C=1)C#N.C1(P(C2CCCCC2)C2C=CC=CC=2C2C(C(C)C)=CC(C(C)C)=CC=2C(C)C)CCCCC1.C(=O)([O-])[O-].[Na+].[Na+]. Given the product [C:20]([C:19]1[CH:25]=[C:6]([NH:8][C:30]2[N:35]=[C:34]([N:36]3[C:40]([CH3:41])=[CH:39][C:38]([C:42]([F:44])([F:43])[F:45])=[N:37]3)[C:33]([C:46]3[CH:47]=[C:48]([C:54]([O:56][CH3:57])=[O:55])[C:49]([O:52][CH3:53])=[N:50][CH:51]=3)=[CH:32][N:31]=2)[CH:5]=[C:17]([CH3:22])[CH:18]=1)#[N:21], predict the reactants needed to synthesize it. (5) Given the product [CH:50]1([NH:53][C:41](=[O:43])[CH2:40][N:36]2[C:37]3[C:33](=[CH:32][C:31]([NH:30][C:28](=[O:29])[C:27]4[CH:26]=[CH:25][C:24]([N:20]5[C:21]6[C:17](=[CH:16][C:15]([NH:14][C:12](=[O:13])[C:11]7[CH:48]=[CH:49][C:8]([N:5]8[CH2:4][CH2:3][CH:2]([OH:1])[CH2:7][CH2:6]8)=[CH:9][CH:10]=7)=[CH:23][CH:22]=6)[CH:18]=[CH:19]5)=[CH:47][CH:46]=4)=[CH:39][CH:38]=3)[CH:34]=[CH:35]2)[CH2:52][CH2:51]1, predict the reactants needed to synthesize it. The reactants are: [OH:1][CH:2]1[CH2:7][CH2:6][N:5]([C:8]2[CH:49]=[CH:48][C:11]([C:12]([NH:14][C:15]3[CH:16]=[C:17]4[C:21](=[CH:22][CH:23]=3)[N:20]([C:24]3[CH:47]=[CH:46][C:27]([C:28]([NH:30][C:31]5[CH:32]=[C:33]6[C:37](=[CH:38][CH:39]=5)[N:36]([CH2:40][C:41]([O:43]CC)=O)[CH:35]=[CH:34]6)=[O:29])=[CH:26][CH:25]=3)[CH:19]=[CH:18]4)=[O:13])=[CH:10][CH:9]=2)[CH2:4][CH2:3]1.[CH:50]1([NH2:53])[CH2:52][CH2:51]1. (6) Given the product [CH2:1]([N:8]1[CH2:13][CH2:12][CH:11]([O:14][C:18]2[CH:17]=[C:16]([F:15])[CH:21]=[C:20]([F:22])[CH:19]=2)[CH2:10][CH2:9]1)[C:2]1[CH:3]=[CH:4][CH:5]=[CH:6][CH:7]=1, predict the reactants needed to synthesize it. The reactants are: [CH2:1]([N:8]1[CH2:13][CH2:12][CH:11]([OH:14])[CH2:10][CH2:9]1)[C:2]1[CH:7]=[CH:6][CH:5]=[CH:4][CH:3]=1.[F:15][C:16]1[CH:17]=[C:18](O)[CH:19]=[C:20]([F:22])[CH:21]=1. (7) Given the product [Cl:1][C:2]1[C:7]([C:8]2[N:9]=[C:10]([N:20]3[CH2:25][CH2:24][O:23][CH2:22][CH2:21]3)[S:11][C:12]=2[C:13]2[CH:18]=[CH:17][N:16]=[C:15]([Cl:19])[N:14]=2)=[CH:6][CH:5]=[CH:4][C:3]=1[NH:26][S:32]([C:28]1[O:27][CH:31]=[CH:30][CH:29]=1)(=[O:34])=[O:33], predict the reactants needed to synthesize it. The reactants are: [Cl:1][C:2]1[C:7]([C:8]2[N:9]=[C:10]([N:20]3[CH2:25][CH2:24][O:23][CH2:22][CH2:21]3)[S:11][C:12]=2[C:13]2[CH:18]=[CH:17][N:16]=[C:15]([Cl:19])[N:14]=2)=[CH:6][CH:5]=[CH:4][C:3]=1[NH2:26].[O:27]1[CH:31]=[CH:30][CH:29]=[C:28]1[S:32](Cl)(=[O:34])=[O:33]. (8) Given the product [Br:12][C:13]1[CH:21]=[C:20]2[C:16]([CH2:17][CH2:18][N:19]2[C:2]2[CH:7]=[CH:6][N:5]=[C:4]([C:8]([NH:10][CH3:11])=[O:9])[CH:3]=2)=[CH:15][CH:14]=1, predict the reactants needed to synthesize it. The reactants are: Cl[C:2]1[CH:7]=[CH:6][N:5]=[C:4]([C:8]([NH:10][CH3:11])=[O:9])[CH:3]=1.[Br:12][C:13]1[CH:21]=[C:20]2[C:16]([CH2:17][CH2:18][NH:19]2)=[CH:15][CH:14]=1. (9) The reactants are: COCCO[Si](OCCOC)(OCCOC)C=C.C(NC(C)C)(C)C.[Li+].CC([N-]C(C)C)C.[F:34][C:35]1[CH:49]=[CH:48][C:38]([CH2:39][C:40]2[CH:44]=[CH:43][O:42][C:41]=2[C:45]([OH:47])=[O:46])=[CH:37][CH:36]=1.[C:50]([O:54][C:55](=O)[O:56]C(C)(C)C)([CH3:53])([CH3:52])[CH3:51]. Given the product [C:50]([O:54][C:55]([C:43]1[O:42][C:41]([C:45]([OH:47])=[O:46])=[C:40]([CH2:39][C:38]2[CH:48]=[CH:49][C:35]([F:34])=[CH:36][CH:37]=2)[CH:44]=1)=[O:56])([CH3:53])([CH3:52])[CH3:51], predict the reactants needed to synthesize it. (10) Given the product [O:39]=[C:27]1[CH2:28][C:29]([C:31]2[CH:32]=[C:33]([CH:36]=[CH:37][CH:38]=2)[C:34]#[N:35])=[N:7][C:8]2[CH:13]=[CH:12][C:11]([C:14]#[C:15][C:16]3[CH:21]=[CH:20][CH:19]=[CH:18][N:17]=3)=[CH:10][C:9]=2[NH:22]1, predict the reactants needed to synthesize it. The reactants are: C(OC(=O)[NH:7][C:8]1[CH:13]=[CH:12][C:11]([C:14]#[C:15][C:16]2[CH:21]=[CH:20][CH:19]=[CH:18][N:17]=2)=[CH:10][C:9]=1[NH2:22])(C)(C)C.CC1(C)O[C:29]([C:31]2[CH:32]=[C:33]([CH:36]=[CH:37][CH:38]=2)[C:34]#[N:35])=[CH:28][C:27](=[O:39])O1.C(O)(C(F)(F)F)=O.